Dataset: Reaction yield outcomes from USPTO patents with 853,638 reactions. Task: Predict the reaction yield, written as a fraction of the theoretical maximum amount of product (1.0 means a 100% yield; for example, 0.34 means a 34% yield). (1) The reactants are [CH2:1]([O:4][C:5]1[CH:10]=[CH:9][C:8]([CH2:11][CH2:12][C:13]([OH:15])=O)=[CH:7][CH:6]=1)[CH:2]=[CH2:3].S(Cl)([Cl:18])=O. The catalyst is ClCCl. The product is [CH2:1]([O:4][C:5]1[CH:10]=[CH:9][C:8]([CH2:11][CH2:12][C:13]([Cl:18])=[O:15])=[CH:7][CH:6]=1)[CH:2]=[CH2:3]. The yield is 1.00. (2) The reactants are [F:1][C:2]([F:14])([F:13])[O:3][C:4]1[CH:12]=[C:11]2[C:7]([CH:8]=[CH:9][NH:10]2)=[CH:6][CH:5]=1.ClS([N:19]=[C:20]=O)(=O)=O.C([O-])([O-])=O.[K+].[K+].[CH2:28](I)[CH3:29]. The catalyst is CN(C=O)C. The product is [CH2:28]([N:10]1[C:11]2[C:7](=[CH:6][CH:5]=[C:4]([O:3][C:2]([F:1])([F:13])[F:14])[CH:12]=2)[C:8]([C:20]#[N:19])=[CH:9]1)[CH3:29]. The yield is 0.860. (3) The reactants are [Cl:1][C:2]1[C:3]([O:12][C:13]2[CH:18]=[C:17]([O:19][CH2:20][CH2:21][O:22][CH3:23])[CH:16]=[CH:15][C:14]=2[CH2:24][CH2:25][C:26]([O:28]CC)=[O:27])=[N:4][CH:5]=[C:6]([C:8]([F:11])([F:10])[F:9])[CH:7]=1.[OH-].[Na+].Cl. The catalyst is O1CCCC1.C(O)C. The product is [Cl:1][C:2]1[C:3]([O:12][C:13]2[CH:18]=[C:17]([O:19][CH2:20][CH2:21][O:22][CH3:23])[CH:16]=[CH:15][C:14]=2[CH2:24][CH2:25][C:26]([OH:28])=[O:27])=[N:4][CH:5]=[C:6]([C:8]([F:9])([F:11])[F:10])[CH:7]=1. The yield is 0.850. (4) The reactants are [C:1]1([NH:7][S:8]([C:11]2[CH:16]=[CH:15][CH:14]=[CH:13][C:12]=2[CH:17]=[CH:18][C:19]([OH:21])=O)(=[O:10])=[O:9])[CH:6]=[CH:5][CH:4]=[CH:3][CH:2]=1.[Cl:22]CCl. The catalyst is CN(C)C=O. The product is [C:1]1([NH:7][S:8]([C:11]2[CH:16]=[CH:15][CH:14]=[CH:13][C:12]=2[CH:17]=[CH:18][C:19]([Cl:22])=[O:21])(=[O:10])=[O:9])[CH:6]=[CH:5][CH:4]=[CH:3][CH:2]=1. The yield is 0.990. (5) The reactants are [O:1]=[C:2]1[C@H:6]([O:7][C:8](=[O:15])[C:9]2[CH:14]=[CH:13][CH:12]=[CH:11][CH:10]=2)[C@@H:5]([O:16][C:17](=[O:24])[C:18]2[CH:23]=[CH:22][CH:21]=[CH:20][CH:19]=2)[C:4](=O)[O:3]1.C(#N)C.[NH2:29][OH:30].O. The catalyst is C1(C)C=CC=CC=1. The product is [OH:30][N:29]1[C:2](=[O:1])[C@H:6]([O:7][C:8](=[O:15])[C:9]2[CH:14]=[CH:13][CH:12]=[CH:11][CH:10]=2)[C@@H:5]([O:16][C:17](=[O:24])[C:18]2[CH:23]=[CH:22][CH:21]=[CH:20][CH:19]=2)[C:4]1=[O:3]. The yield is 0.870. (6) The reactants are Br[C:2]1[CH:18]=[CH:17][C:5]2[N:6]=[C:7]([CH2:9][CH2:10][N:11]3[CH2:15][CH2:14][CH2:13][C@H:12]3[CH3:16])[S:8][C:4]=2[CH:3]=1.[N:19]1[CH:24]=[CH:23][CH:22]=[C:21](B(O)O)[CH:20]=1.C1(P(C2CCCCC2)C2C=CC=CC=2C2C=CC=CC=2)CCCCC1.C(=O)([O-])[O-].[Na+].[Na+]. The catalyst is CC(O)C.O.Cl[Pd](Cl)([P](C1C=CC=CC=1)(C1C=CC=CC=1)C1C=CC=CC=1)[P](C1C=CC=CC=1)(C1C=CC=CC=1)C1C=CC=CC=1. The product is [CH3:16][C@@H:12]1[CH2:13][CH2:14][CH2:15][N:11]1[CH2:10][CH2:9][C:7]1[S:8][C:4]2[CH:3]=[C:2]([C:21]3[CH:20]=[N:19][CH:24]=[CH:23][CH:22]=3)[CH:18]=[CH:17][C:5]=2[N:6]=1. The yield is 0.670. (7) The reactants are [Cl:1][C:2]1[C:7]([C:8]([O:10]CC)=O)=[C:6](Cl)[CH:5]=[C:4]([CH3:14])[N:3]=1.C(=O)([O-])[O-].[K+].[K+].[C:21]([O:25][CH2:26][CH3:27])(=[O:24])[CH2:22][SH:23]. The catalyst is C(#N)C.O.Cl. The product is [Cl:1][C:2]1[C:7]2[C:8]([OH:10])=[C:22]([C:21]([O:25][CH2:26][CH3:27])=[O:24])[S:23][C:6]=2[CH:5]=[C:4]([CH3:14])[N:3]=1. The yield is 0.940. (8) The reactants are [N:1]1([C:6]2[CH:11]=[CH:10][C:9](/[CH:12]=[CH:13]/[C:14]([C:20]3[CH:25]=[C:24]([Cl:26])[CH:23]=[C:22]([Cl:27])[CH:21]=3)([OH:19])[C:15]([F:18])([F:17])[F:16])=[CH:8][CH:7]=2)[CH:5]=[N:4][CH:3]=[N:2]1.[H-].[Na+].[CH3:30]I. The catalyst is C1COCC1. The product is [Cl:27][C:22]1[CH:21]=[C:20]([C:14]([O:19][CH3:30])([C:15]([F:18])([F:17])[F:16])/[CH:13]=[CH:12]/[C:9]2[CH:10]=[CH:11][C:6]([N:1]3[CH:5]=[N:4][CH:3]=[N:2]3)=[CH:7][CH:8]=2)[CH:25]=[C:24]([Cl:26])[CH:23]=1. The yield is 0.350.